From a dataset of Forward reaction prediction with 1.9M reactions from USPTO patents (1976-2016). Predict the product of the given reaction. (1) Given the reactants [CH:1]1([CH2:4][N:5]2[CH2:11][C:10]3[CH:12]=[C:13]([O:19][CH3:20])[C:14]([N+:16]([O-])=O)=[CH:15][C:9]=3[N:8]([CH3:21])[C:7](=[O:22])[CH2:6]2)[CH2:3][CH2:2]1.C(O)C.C(OCC)(=O)C, predict the reaction product. The product is: [NH2:16][C:14]1[C:13]([O:19][CH3:20])=[CH:12][C:10]2[CH2:11][N:5]([CH2:4][CH:1]3[CH2:2][CH2:3]3)[CH2:6][C:7](=[O:22])[N:8]([CH3:21])[C:9]=2[CH:15]=1. (2) Given the reactants Cl[C:2]1[N:7]=[C:6]([N:8]2[CH2:13][CH:12]3[CH2:14][CH:10]([N:11]3[C:15](=[O:20])[C:16]([F:19])([F:18])[F:17])[CH2:9]2)[C:5]([F:21])=[CH:4][N:3]=1.[NH2:22][C:23]1[CH:33]=[CH:32][C:26]([C:27]([NH:29][CH2:30][CH3:31])=[O:28])=[C:25]([CH3:34])[CH:24]=1, predict the reaction product. The product is: [CH2:30]([NH:29][C:27](=[O:28])[C:26]1[CH:32]=[CH:33][C:23]([NH:22][C:2]2[N:7]=[C:6]([N:8]3[CH2:13][CH:12]4[CH2:14][CH:10]([N:11]4[C:15](=[O:20])[C:16]([F:19])([F:18])[F:17])[CH2:9]3)[C:5]([F:21])=[CH:4][N:3]=2)=[CH:24][C:25]=1[CH3:34])[CH3:31]. (3) Given the reactants Br[C:2]1[C:10]2[C:5](=[CH:6][CH:7]=[C:8]([C:11]#[N:12])[CH:9]=2)[N:4]([CH:13]2[CH2:18][CH2:17][CH2:16][CH2:15][O:14]2)[N:3]=1.CC1CCCCN1[CH2:26][CH2:27][O:28][C:29]1[CH:30]=[C:31]2[C:36](=[CH:37][CH:38]=1)[CH:35]=[C:34](B(O)O)[CH:33]=[CH:32]2, predict the reaction product. The product is: [CH3:11][CH:8]1[CH2:9][CH2:10][CH2:5][CH2:6][CH:7]1[CH2:26][CH2:27][O:28][C:29]1[CH:30]=[C:31]2[C:36](=[CH:37][CH:38]=1)[CH:35]=[C:34]([C:2]1[C:10]3[C:5](=[CH:6][CH:7]=[C:8]([C:11]#[N:12])[CH:9]=3)[N:4]([CH:13]3[CH2:18][CH2:17][CH2:16][CH2:15][O:14]3)[N:3]=1)[CH:33]=[CH:32]2. (4) Given the reactants [CH3:1][CH2:2][CH2:3][C@H:4]([NH:10][C@H:11]([C:13]([N:15]1[C@H:23]([C:24]([OH:26])=[O:25])[CH2:22][C@H:21]2[C@@H:16]1[CH2:17][CH2:18][CH2:19][CH2:20]2)=[O:14])[CH3:12])[C:5]([O:7][CH2:8][CH3:9])=[O:6].[O-:27][N+:28]1[O:32][N:31]=[C:30]([O:33][CH2:34][CH2:35][C:36]([OH:38])=[O:37])[C:29]=1[S:39]([C:42]1[CH:47]=[CH:46][CH:45]=[CH:44][CH:43]=1)(=[O:41])=[O:40], predict the reaction product. The product is: [O-:27][N+:28]1[O:32][N:31]=[C:30]([O:33][CH2:34][CH2:35][C:36]([OH:38])=[O:37])[C:29]=1[S:39]([C:42]1[CH:47]=[CH:46][CH:45]=[CH:44][CH:43]=1)(=[O:40])=[O:41].[CH2:8]([O:7][C:5]([C@@H:4]([NH:10][C@@H:11]([CH3:12])[C:13]([N:15]1[C@@H:16]2[C@@H:21]([CH2:20][CH2:19][CH2:18][CH2:17]2)[CH2:22][C@H:23]1[C:24]([OH:26])=[O:25])=[O:14])[CH2:3][CH2:2][CH3:1])=[O:6])[CH3:9]. (5) Given the reactants [C:1]([C:5]1[N:9]([CH2:10][CH2:11][C:12]2[CH:17]=[CH:16][C:15]([F:18])=[CH:14][CH:13]=2)[C:8]([CH3:19])=[C:7]([C:20]([O:22]CC)=[O:21])[CH:6]=1)([CH3:4])([CH3:3])[CH3:2].[OH-].[Na+], predict the reaction product. The product is: [C:1]([C:5]1[N:9]([CH2:10][CH2:11][C:12]2[CH:13]=[CH:14][C:15]([F:18])=[CH:16][CH:17]=2)[C:8]([CH3:19])=[C:7]([C:20]([OH:22])=[O:21])[CH:6]=1)([CH3:4])([CH3:2])[CH3:3]. (6) Given the reactants [CH:1]1([N:6]2[CH2:11][CH2:10][NH:9][CH2:8][CH2:7]2)[CH2:5][CH2:4][CH2:3]C1.Cl[C:13]1[N:14]=[N:15][C:16]([C:19]2[CH:24]=[CH:23][C:22]([S:25]([CH3:28])(=[O:27])=[O:26])=[CH:21][CH:20]=2)=[CH:17][CH:18]=1, predict the reaction product. The product is: [CH:5]1([CH2:1][N:6]2[CH2:7][CH2:8][N:9]([C:13]3[N:14]=[N:15][C:16]([C:19]4[CH:24]=[CH:23][C:22]([S:25]([CH3:28])(=[O:27])=[O:26])=[CH:21][CH:20]=4)=[CH:17][CH:18]=3)[CH2:10][CH2:11]2)[CH2:4][CH2:3]1. (7) Given the reactants Br[C:2]1[CH:3]=[C:4]([N:8]2[CH2:13][CH2:12][CH:11]([NH:14][C:15](=[O:17])[CH3:16])[CH2:10][CH2:9]2)[CH:5]=[CH:6][CH:7]=1.[B:18]1([B:18]2[O:22][C:21]([CH3:24])([CH3:23])[C:20]([CH3:26])([CH3:25])[O:19]2)[O:22][C:21]([CH3:24])([CH3:23])[C:20]([CH3:26])([CH3:25])[O:19]1.C(Cl)Cl.C([O-])(=O)C, predict the reaction product. The product is: [CH3:25][C:20]1([CH3:26])[C:21]([CH3:24])([CH3:23])[O:22][B:18]([C:2]2[CH:3]=[C:4]([N:8]3[CH2:13][CH2:12][CH:11]([NH:14][C:15](=[O:17])[CH3:16])[CH2:10][CH2:9]3)[CH:5]=[CH:6][CH:7]=2)[O:19]1.